Dataset: Reaction yield outcomes from USPTO patents with 853,638 reactions. Task: Predict the reaction yield, written as a fraction of the theoretical maximum amount of product (1.0 means a 100% yield; for example, 0.34 means a 34% yield). (1) The reactants are [CH3:1][N:2]1CCOCC1.ClC(OCC(C)C)=O.[CH3:16][C:17]([O:20][C:21]([NH:23][C@H:24]([C:31]([OH:33])=O)[C:25]1[CH:30]=[CH:29][CH:28]=[CH:27][CH:26]=1)=[O:22])([CH3:19])[CH3:18].CN. The catalyst is C1COCC1. The product is [CH3:1][NH:2][C:31](=[O:33])[C@@H:24]([NH:23][C:21](=[O:22])[O:20][C:17]([CH3:19])([CH3:18])[CH3:16])[C:25]1[CH:30]=[CH:29][CH:28]=[CH:27][CH:26]=1. The yield is 0.970. (2) The reactants are [OH:1][C:2]1[CH:11]=[C:10]2[C:5]([CH2:6][CH:7]([C:12]([OH:14])=[O:13])[NH:8][CH2:9]2)=[CH:4][CH:3]=1.S(Cl)(Cl)=O.[CH3:19]O. No catalyst specified. The product is [OH:1][C:2]1[CH:11]=[C:10]2[C:5]([CH:6]=[C:7]([C:12]([O:14][CH3:19])=[O:13])[N:8]=[CH:9]2)=[CH:4][CH:3]=1. The yield is 0.460. (3) The product is [CH3:1][C:2]1[N:7]=[C:6]([C:8]2[CH:13]=[CH:12][CH:11]=[C:10]([C:14]3[CH:15]=[C:16]([NH2:20])[CH:17]=[CH:18][CH:19]=3)[N:9]=2)[CH:5]=[C:4]([C:23]2[CH:28]=[CH:27][C:26]([C:29]([F:31])([F:30])[F:32])=[CH:25][CH:24]=2)[CH:3]=1. The yield is 0.800. The catalyst is C1COCC1.CCO.[Pd]. The reactants are [CH3:1][C:2]1[N:7]=[C:6]([C:8]2[CH:13]=[CH:12][CH:11]=[C:10]([C:14]3[CH:19]=[CH:18][CH:17]=[C:16]([N+:20]([O-])=O)[CH:15]=3)[N:9]=2)[CH:5]=[C:4]([C:23]2[CH:28]=[CH:27][C:26]([C:29]([F:32])([F:31])[F:30])=[CH:25][CH:24]=2)[CH:3]=1.[H][H]. (4) The reactants are [ClH:1].[Cl:2][CH2:3][C:4]1[C:5]([NH:16][CH:17]([CH3:19])[CH3:18])=[N:6][C:7]2[C:12]([CH:13]=1)=[CH:11][C:10]([O:14][CH3:15])=[CH:9][CH:8]=2.[CH2:20]([C:22]1[C:31]2[C:26](=[CH:27][C:28]([O:34][CH3:35])=[C:29]([O:32][CH3:33])[CH:30]=2)[CH:25]=[C:24]([OH:36])[N:23]=1)[CH3:21].[Li+].[OH-]. The catalyst is C1COCC1.C(Cl)Cl. The product is [ClH:2].[ClH:1].[CH2:20]([C:22]1[C:31]2[C:26](=[CH:27][C:28]([O:34][CH3:35])=[C:29]([O:32][CH3:33])[CH:30]=2)[C:25]([CH2:3][C:4]2[C:5]([NH:16][CH:17]([CH3:19])[CH3:18])=[N:6][C:7]3[C:12]([CH:13]=2)=[CH:11][C:10]([O:14][CH3:15])=[CH:9][CH:8]=3)=[C:24]([OH:36])[N:23]=1)[CH3:21]. The yield is 0.120. (5) The reactants are [NH2:1][C:2]1[CH:7]=[CH:6][C:5]([CH2:8][C:9]([OH:11])=[O:10])=[CH:4][CH:3]=1.[CH3:12][O:13][NH:14][C:15]([C:17]1[C:18](=[O:40])[C:19]2[CH:24]=[N:23][C:22](S(C)(=O)=O)=[N:21][C:20]=2[N:29]([C:31]2[CH:32]=[C:33]3[C:37](=[CH:38][CH:39]=2)[CH2:36][CH2:35][CH2:34]3)[CH:30]=1)=[O:16]. No catalyst specified. The product is [CH2:36]1[C:37]2[C:33](=[CH:32][C:31]([N:29]3[C:20]4[N:21]=[C:22]([NH:1][C:2]5[CH:3]=[CH:4][C:5]([CH2:8][C:9]([OH:11])=[O:10])=[CH:6][CH:7]=5)[N:23]=[CH:24][C:19]=4[C:18](=[O:40])[C:17]([C:15](=[O:16])[NH:14][O:13][CH3:12])=[CH:30]3)=[CH:39][CH:38]=2)[CH2:34][CH2:35]1. The yield is 0.940. (6) The reactants are O[CH:2]=[C:3]1[C:11]2[C:6](=[CH:7][C:8]([C:12]([C:14]3[CH:15]=[C:16]([NH:20][C:21]([C:23]4[C:24]([CH3:28])=[N:25][O:26][CH:27]=4)=[O:22])[CH:17]=[CH:18][CH:19]=3)=[O:13])=[CH:9][CH:10]=2)[NH:5][C:4]1=[O:29].[NH2:30][C:31]1[CH:36]=[CH:35][C:34]([CH2:37][CH2:38][C:39]([OH:41])=[O:40])=[CH:33][CH:32]=1. The catalyst is C1COCC1. The product is [CH3:28][C:24]1[C:23]([C:21]([NH:20][C:16]2[CH:15]=[C:14]([CH:19]=[CH:18][CH:17]=2)[C:12]([C:8]2[CH:7]=[C:6]3[C:11]([C:3](=[CH:2][NH:30][C:31]4[CH:32]=[CH:33][C:34]([CH2:37][CH2:38][C:39]([OH:41])=[O:40])=[CH:35][CH:36]=4)[C:4](=[O:29])[NH:5]3)=[CH:10][CH:9]=2)=[O:13])=[O:22])=[CH:27][O:26][N:25]=1. The yield is 0.250.